Dataset: Forward reaction prediction with 1.9M reactions from USPTO patents (1976-2016). Task: Predict the product of the given reaction. (1) Given the reactants [F:1][C:2]1[CH:3]=[C:4]([C:12]2[C:21]3[C:16](=[CH:17][CH:18]=[C:19]([OH:22])[CH:20]=3)[C:15](=[O:23])[N:14]([C:24]3[CH:31]=[CH:30][C:27]([C:28]#[N:29])=[CH:26][CH:25]=3)[CH:13]=2)[CH:5]=[CH:6][C:7]=1[C:8]([F:11])([F:10])[F:9].C(=N[OH:35])C, predict the reaction product. The product is: [F:1][C:2]1[CH:3]=[C:4]([C:12]2[C:21]3[C:16](=[CH:17][CH:18]=[C:19]([OH:22])[CH:20]=3)[C:15](=[O:23])[N:14]([C:24]3[CH:31]=[CH:30][C:27]([C:28]([NH2:29])=[O:35])=[CH:26][CH:25]=3)[CH:13]=2)[CH:5]=[CH:6][C:7]=1[C:8]([F:9])([F:10])[F:11]. (2) Given the reactants Cl.[OH:2][C@@H:3]1[CH2:8][CH2:7][NH:6][CH2:5][C@H:4]1[N:9]1[C:13]([C:14]2[CH:19]=[CH:18][CH:17]=[CH:16][CH:15]=2)=[C:12]([C:20]([O:22][CH2:23][CH3:24])=[O:21])[N:11]=[CH:10]1.Cl[C:26]([O:28][CH2:29][C:30]1[CH:35]=[CH:34][CH:33]=[CH:32][CH:31]=1)=[O:27].C(=O)([O-])[O-].[K+].[K+], predict the reaction product. The product is: [CH2:23]([O:22][C:20]([C:12]1[N:11]=[CH:10][N:9]([C@H:4]2[C@H:3]([OH:2])[CH2:8][CH2:7][N:6]([C:26]([O:28][CH2:29][C:30]3[CH:35]=[CH:34][CH:33]=[CH:32][CH:31]=3)=[O:27])[CH2:5]2)[C:13]=1[C:14]1[CH:19]=[CH:18][CH:17]=[CH:16][CH:15]=1)=[O:21])[CH3:24]. (3) Given the reactants [Li+].[OH-].[C:3]1([CH2:9][O:10][C:11]2[CH:26]=[CH:25][C:24]([C:27]3[CH:32]=[CH:31][N:30]=[CH:29][CH:28]=3)=[CH:23][C:12]=2[C:13]([O:15]CC2C=CC=CC=2)=[O:14])[CH:8]=[CH:7][CH:6]=[CH:5][CH:4]=1, predict the reaction product. The product is: [C:3]1([CH2:9][O:10][C:11]2[CH:26]=[CH:25][C:24]([C:27]3[CH:28]=[CH:29][N:30]=[CH:31][CH:32]=3)=[CH:23][C:12]=2[C:13]([OH:15])=[O:14])[CH:4]=[CH:5][CH:6]=[CH:7][CH:8]=1. (4) Given the reactants [C:1]([Si:5]([O:8][C:9]1[CH:14]=[C:13]([O:15][CH2:16][CH3:17])[CH:12]=[CH:11][C:10]=1[F:18])([CH3:7])[CH3:6])([CH3:4])([CH3:3])[CH3:2].CN(C)CCN(C)CCN(C)C.C([Li])CCC.CCCCCC.C[O:43][B:44](OC)[O:45]C, predict the reaction product. The product is: [Si:5]([O:8][C:9]1[C:10]([F:18])=[C:11]([B:44]([OH:45])[OH:43])[CH:12]=[C:13]([O:15][CH2:16][CH3:17])[CH:14]=1)([C:1]([CH3:4])([CH3:3])[CH3:2])([CH3:7])[CH3:6]. (5) Given the reactants [NH2:1][C:2]1[CH:17]=[CH:16][C:5]2[N:6]([C:9]([O:11][C:12]([CH3:15])([CH3:14])[CH3:13])=[O:10])[CH:7]=[N:8][C:4]=2[C:3]=1[CH3:18].C([N:21]=[C:22](S)[N:23](C(OCC1C=CC=CC=1)=O)[C:24]([O:26][CH2:27][C:28]1[CH:33]=[CH:32][CH:31]=[CH:30][CH:29]=1)=[O:25])C.[C:45]([O:48][CH2:49][CH3:50])(=[O:47])C, predict the reaction product. The product is: [C:12]([O:11][C:9]([N:6]1[C:5]2[CH:16]=[CH:17][C:2]([NH:1][C:22]([NH:23][C:24]([O:26][CH2:27][C:28]3[CH:33]=[CH:32][CH:31]=[CH:30][CH:29]=3)=[O:25])=[N:21][C:45]([O:48][CH2:49][C:50]3[CH:16]=[CH:17][CH:2]=[CH:3][CH:4]=3)=[O:47])=[C:3]([CH3:18])[C:4]=2[N:8]=[CH:7]1)=[O:10])([CH3:13])([CH3:14])[CH3:15]. (6) Given the reactants [Br:1][C:2]1[CH:3]=[C:4]([C@H:9]([NH:14][S@:15]([C:17]([CH3:20])([CH3:19])[CH3:18])=[O:16])[CH2:10][N+:11]([O-])=O)[CH:5]=[C:6]([F:8])[CH:7]=1.[H][H], predict the reaction product. The product is: [NH2:11][CH2:10][C@@H:9]([NH:14][S@:15]([C:17]([CH3:20])([CH3:19])[CH3:18])=[O:16])[C:4]1[CH:5]=[C:6]([F:8])[CH:7]=[C:2]([Br:1])[CH:3]=1. (7) Given the reactants I[CH2:2][CH3:3].[OH:4][C:5]1[CH:14]=[C:13]2[C:8]([C:9]([C:26]([O:28][CH3:29])=[O:27])=[C:10]([CH3:25])[C:11]([C:15]3[CH:20]=[CH:19][CH:18]=[C:17]([C:21]([F:24])([F:23])[F:22])[CH:16]=3)=[N:12]2)=[CH:7][C:6]=1[S:30]([CH:33]([CH3:35])[CH3:34])(=[O:32])=[O:31].C(=O)([O-])[O-].[Cs+].[Cs+], predict the reaction product. The product is: [CH2:2]([O:4][C:5]1[CH:14]=[C:13]2[C:8]([C:9]([C:26]([O:28][CH3:29])=[O:27])=[C:10]([CH3:25])[C:11]([C:15]3[CH:20]=[CH:19][CH:18]=[C:17]([C:21]([F:23])([F:24])[F:22])[CH:16]=3)=[N:12]2)=[CH:7][C:6]=1[S:30]([CH:33]([CH3:35])[CH3:34])(=[O:32])=[O:31])[CH3:3]. (8) Given the reactants C([Li])CCC.[CH:6]([N:9]([CH:18]([CH3:20])[CH3:19])[C:10](=[O:17])[C:11]1[CH:16]=[CH:15][N:14]=[CH:13][CH:12]=1)([CH3:8])[CH3:7].[B:21](OC(C)C)([O:26]C(C)C)[O:22]C(C)C.Cl, predict the reaction product. The product is: [CH:18]([N:9]([CH:6]([CH3:8])[CH3:7])[C:10]([C:11]1[CH:12]=[CH:13][N:14]=[CH:15][C:16]=1[B:21]([OH:26])[OH:22])=[O:17])([CH3:20])[CH3:19]. (9) The product is: [CH3:1][N:2]1[CH2:15][CH2:14][C:13]2[C:12]3[CH:11]=[C:10]([CH3:16])[CH:9]=[CH:8][C:7]=3[N:6]([CH2:34][C:35]([N:37]3[CH2:41][CH2:40][CH2:39][CH2:38]3)=[O:36])[C:5]=2[CH2:4][CH2:3]1. Given the reactants [CH3:1][N:2]1[CH2:15][CH2:14][C:13]2[C:12]3[CH:11]=[C:10]([CH3:16])[CH:9]=[CH:8][C:7]=3[NH:6][C:5]=2[CH2:4][CH2:3]1.N1CCC[C@H]1C(O)=O.[O-]P([O-])([O-])=O.[K+].[K+].[K+].Cl[CH2:34][C:35]([N:37]1[CH2:41][CH2:40][CH2:39][CH2:38]1)=[O:36], predict the reaction product.